Dataset: Reaction yield outcomes from USPTO patents with 853,638 reactions. Task: Predict the reaction yield, written as a fraction of the theoretical maximum amount of product (1.0 means a 100% yield; for example, 0.34 means a 34% yield). (1) The reactants are C(N(CC)CCNC(C1C=CC2C(=CC=C(I)C=2)C=1)=O)C.[I:22][C:23]1[CH:24]=[C:25]2[C:30](=[CH:31][CH:32]=1)[N:29]=[C:28]([C:33]([O:35]CC)=O)[CH:27]=[CH:26]2.[NH2:38][CH2:39][CH2:40][CH2:41][CH2:42][N:43]([CH2:47][CH2:48][CH3:49])[CH2:44][CH2:45][CH3:46].[K+].[Br-].IC1C=C2C(=CC=1)NC=C(C(OCC)=O)C2=O.C(N(CC)CCNC(C1N=C2C=CC(I)=CN2C=1)=O)C.C(N(CC)CCNC(C1C(=O)C2C(=CC=C(I)C=2)NC=1)=O)C.NC1C=CC2N=C(C(OCC)=O)NC=2C=1. The catalyst is ClCCl.C(O)C. The product is [CH2:47]([N:43]([CH2:44][CH2:45][CH3:46])[CH2:42][CH2:41][CH2:40][CH2:39][NH:38][C:33]([C:28]1[CH:27]=[CH:26][C:25]2[C:30](=[CH:31][CH:32]=[C:23]([I:22])[CH:24]=2)[N:29]=1)=[O:35])[CH2:48][CH3:49]. The yield is 0.390. (2) The catalyst is C(O)C. The reactants are Br[CH2:2][C:3]1[C:4]([Cl:10])=[N:5][CH:6]=[CH:7][C:8]=1[Cl:9].[SH:11][C:12]1[N:17]=[C:16]([OH:18])[CH:15]=[C:14]([C:19]([F:22])([F:21])[F:20])[N:13]=1.C(N(CC)CC)C. The product is [Cl:10][C:4]1[C:3]([CH2:2][S:11][C:12]2[N:17]=[C:16]([OH:18])[CH:15]=[C:14]([C:19]([F:22])([F:20])[F:21])[N:13]=2)=[C:8]([Cl:9])[CH:7]=[CH:6][N:5]=1. The yield is 0.220. (3) The reactants are Cl[C:2]1[CH:7]=[CH:6][C:5]([N+:8]([O-:10])=[O:9])=[CH:4][C:3]=1[S:11]([NH2:14])(=[O:13])=[O:12].C(=O)([O-])[O-].[NH4+:19].[NH4+]. The catalyst is [OH-].[NH4+].S([O-])([O-])(=O)=O.[Cu+2]. The product is [NH2:19][C:2]1[CH:7]=[CH:6][C:5]([N+:8]([O-:10])=[O:9])=[CH:4][C:3]=1[S:11]([NH2:14])(=[O:13])=[O:12]. The yield is 0.365. (4) The reactants are [OH:1][CH:2]1[CH2:6][CH2:5][CH:4]([CH2:7][CH:8]([C:17]2[CH:22]=[CH:21][C:20]([S:23]([CH3:26])(=[O:25])=[O:24])=[CH:19][CH:18]=2)[C:9]([NH:11][C:12]2[S:13][CH:14]=[CH:15][N:16]=2)=[O:10])[CH2:3]1.[Cr](Cl)([O-])(=O)=O.[NH+]1C=CC=CC=1. The catalyst is C(Cl)Cl. The product is [CH3:26][S:23]([C:20]1[CH:21]=[CH:22][C:17]([CH:8]([CH2:7][CH:4]2[CH2:5][CH2:6][C:2](=[O:1])[CH2:3]2)[C:9]([NH:11][C:12]2[S:13][CH:14]=[CH:15][N:16]=2)=[O:10])=[CH:18][CH:19]=1)(=[O:24])=[O:25]. The yield is 0.300. (5) The reactants are CON(C)[C:4]([C:6]1[C:14]2[O:13][C:12]([C:15]3[CH:20]=[CH:19][C:18]([O:21][CH3:22])=[CH:17][CH:16]=3)=[CH:11][C:10]=2[CH:9]=[C:8]([O:23][CH3:24])[CH:7]=1)=[O:5].[CH3:26][Li].Cl. The catalyst is C1COCC1. The product is [CH3:24][O:23][C:8]1[CH:7]=[C:6]([C:4](=[O:5])[CH3:26])[C:14]2[O:13][C:12]([C:15]3[CH:20]=[CH:19][C:18]([O:21][CH3:22])=[CH:17][CH:16]=3)=[CH:11][C:10]=2[CH:9]=1. The yield is 0.670. (6) The reactants are Cl[C:2]1[C:11]([CH2:12][S:13][C:14]2[N:19]=[C:18]([OH:20])[CH:17]=[C:16]([CH3:21])[N:15]=2)=[CH:10][C:9]2[C:4](=[CH:5][CH:6]=[CH:7][CH:8]=2)[N:3]=1.[NH:22]1[CH2:27][CH2:26][CH2:25][CH2:24][CH2:23]1.O. The catalyst is CS(C)=O. The product is [CH3:21][C:16]1[N:15]=[C:14]([S:13][CH2:12][C:11]2[C:2]([N:22]3[CH2:27][CH2:26][CH2:25][CH2:24][CH2:23]3)=[N:3][C:4]3[C:9]([CH:10]=2)=[CH:8][CH:7]=[CH:6][CH:5]=3)[N:19]=[C:18]([OH:20])[CH:17]=1. The yield is 0.610.